This data is from Catalyst prediction with 721,799 reactions and 888 catalyst types from USPTO. The task is: Predict which catalyst facilitates the given reaction. The catalyst class is: 1. Reactant: CS([C:5]1[CH:10]=[CH:9][C:8]([CH2:11][CH2:12][C:13]([C:15]2[C:16]([NH:22][C:23]3[CH:28]=[CH:27][CH:26]=[C:25]([N+:29]([O-:31])=[O:30])[CH:24]=3)=[N:17][C:18]([CH3:21])=[CH:19][CH:20]=2)=[O:14])=[CH:7][CH:6]=1)(=O)=O.[CH3:32][O:33][C:34](=[O:38])[C:35](Cl)=O. Product: [CH3:32][O:33][C:34]([C:35]1[N:22]([C:23]2[CH:28]=[CH:27][CH:26]=[C:25]([N+:29]([O-:31])=[O:30])[CH:24]=2)[C:16]2[C:15]([C:13](=[O:14])[C:12]=1[CH2:11][C:8]1[CH:9]=[CH:10][CH:5]=[CH:6][CH:7]=1)=[CH:20][CH:19]=[C:18]([CH3:21])[N:17]=2)=[O:38].